From a dataset of Peptide-MHC class II binding affinity with 134,281 pairs from IEDB. Regression. Given a peptide amino acid sequence and an MHC pseudo amino acid sequence, predict their binding affinity value. This is MHC class II binding data. (1) The peptide sequence is NYLALLVKFVAGDGD. The MHC is HLA-DQA10104-DQB10503 with pseudo-sequence HLA-DQA10104-DQB10503. The binding affinity (normalized) is 0.131. (2) The peptide sequence is VDAAFKVAATAANAAPANDK. The MHC is DRB1_1201 with pseudo-sequence DRB1_1201. The binding affinity (normalized) is 0.105. (3) The peptide sequence is LPRPPATPPPPPPPQ. The MHC is DRB1_0901 with pseudo-sequence DRB1_0901. The binding affinity (normalized) is 0. (4) The peptide sequence is TKPEACSGEPVVVHI. The MHC is DRB1_1001 with pseudo-sequence DRB1_1001. The binding affinity (normalized) is 0.163. (5) The peptide sequence is SGMAEATSLDTMAQM. The MHC is DRB1_1201 with pseudo-sequence DRB1_1201. The binding affinity (normalized) is 0.375. (6) The peptide sequence is GSRSLTTLLRALGAQ. The MHC is DRB1_1101 with pseudo-sequence DRB1_1101. The binding affinity (normalized) is 0.861. (7) The peptide sequence is IVQTLNAMPEYQNLL. The MHC is DRB1_0301 with pseudo-sequence DRB1_0301. The binding affinity (normalized) is 0.185. (8) The peptide sequence is DSYIIVGRGDSRLTY. The MHC is DRB1_0405 with pseudo-sequence DRB1_0405. The binding affinity (normalized) is 0.0952. (9) The peptide sequence is ATVATAPEVKYTVFE. The MHC is DRB1_0301 with pseudo-sequence DRB1_0301. The binding affinity (normalized) is 0.373.